From a dataset of Tox21: 12 toxicity assays (nuclear receptors and stress response pathways). Binary classification across 12 toxicity assays. The compound is COS(=O)(=O)C(F)(F)F. It tested positive (active) for: SR-HSE (Heat Shock Element response).